Task: Predict the product of the given reaction.. Dataset: Forward reaction prediction with 1.9M reactions from USPTO patents (1976-2016) (1) Given the reactants [Cl:1][C:2]1[CH:10]=[C:9]2[C:5]([C:6]([C:15]([N:17]3[CH2:22][CH2:21][CH:20]([C:23]4[CH:28]=[CH:27][CH:26]=[CH:25][C:24]=4[F:29])[CH2:19][CH2:18]3)=[O:16])=[CH:7][N:8]2[CH2:11][C:12](O)=[O:13])=[CH:4][CH:3]=1.C(OC([N:37]1[CH2:42][CH2:41][NH:40][CH2:39][CH2:38]1)=O)(C)(C)C, predict the reaction product. The product is: [ClH:1].[ClH:1].[Cl:1][C:2]1[CH:10]=[C:9]2[C:5]([C:6]([C:15]([N:17]3[CH2:22][CH2:21][CH:20]([C:23]4[CH:28]=[CH:27][CH:26]=[CH:25][C:24]=4[F:29])[CH2:19][CH2:18]3)=[O:16])=[CH:7][N:8]2[CH2:11][C:12]([N:37]2[CH2:42][CH2:41][NH:40][CH2:39][CH2:38]2)=[O:13])=[CH:4][CH:3]=1. (2) Given the reactants COC1C=C(C=CC=1OC)C[NH:7][C:8]1[N:30]=[CH:29][C:11]2[C:12]3[N:13]([CH:17]=[C:18]([C:20]4[N:24]([CH:25]([CH3:27])[CH3:26])[N:23]=[C:22]([CH3:28])[N:21]=4)[N:19]=3)[CH2:14][CH2:15][O:16][C:10]=2[CH:9]=1, predict the reaction product. The product is: [CH:25]([N:24]1[C:20]([C:18]2[N:19]=[C:12]3[C:11]4[CH:29]=[N:30][C:8]([NH2:7])=[CH:9][C:10]=4[O:16][CH2:15][CH2:14][N:13]3[CH:17]=2)=[N:21][C:22]([CH3:28])=[N:23]1)([CH3:27])[CH3:26]. (3) Given the reactants Br[C:2]1[C:3]2[N:4]([C:9]([C:19]3[CH:24]=[CH:23][N:22]=[C:21]([NH2:25])[N:20]=3)=[C:10]([C:12]3[CH:17]=[CH:16][CH:15]=[C:14]([CH3:18])[N:13]=3)[N:11]=2)[CH:5]=[C:6]([CH3:8])[CH:7]=1.[N:26]1[CH:31]=[CH:30][CH:29]=[CH:28][C:27]=1[CH2:32][CH2:33][NH2:34].CC([O-])(C)C.[Na+].C1(P(C2CCCCC2)C2C=CC=CC=2C2C=CC=CC=2N(C)C)CCCCC1, predict the reaction product. The product is: [NH2:25][C:21]1[N:20]=[C:19]([C:9]2[N:4]3[CH:5]=[C:6]([CH3:8])[CH:7]=[C:2]([NH:34][CH2:33][CH2:32][C:27]4[CH:28]=[CH:29][CH:30]=[CH:31][N:26]=4)[C:3]3=[N:11][C:10]=2[C:12]2[CH:17]=[CH:16][CH:15]=[C:14]([CH3:18])[N:13]=2)[CH:24]=[CH:23][N:22]=1. (4) The product is: [Br:1][C:2]1[CH:3]=[CH:4][CH:5]=[C:6]2[C:15]=1[C:9]1([CH2:10][CH2:11][N:12]([C:27](=[O:28])/[CH:26]=[CH:25]/[C:20]3[CH:21]=[CH:22][CH:23]=[CH:24][C:19]=3[C:18]([F:30])([F:31])[F:17])[CH2:13][CH2:14]1)[NH:8][C:7]2=[O:16]. Given the reactants [Br:1][C:2]1[CH:3]=[CH:4][CH:5]=[C:6]2[C:15]=1[C:9]1([CH2:14][CH2:13][NH:12][CH2:11][CH2:10]1)[NH:8][C:7]2=[O:16].[F:17][C:18]([F:31])([F:30])[C:19]1[CH:24]=[CH:23][CH:22]=[CH:21][C:20]=1[CH:25]=[CH:26][C:27](O)=[O:28].CCN=C=NCCCN(C)C.C1C=CC2N(O)N=NC=2C=1.CCN(C(C)C)C(C)C, predict the reaction product. (5) The product is: [CH3:53][O:52][C:50](=[O:51])[NH:49][C@H:42]([C:43]1[CH:44]=[CH:45][CH:46]=[CH:47][CH:48]=1)[C:41](=[O:54])[N:37]1[CH2:38][CH2:39][CH2:40][C@H:36]1[C:33]1[NH:32][C:31]([C:28]2[CH:29]=[CH:30][C:25]([C:22]3[N:23]=[CH:24][C:19]([C:16]4[NH:15][C:14]([C@@H:10]5[CH2:11][CH2:12][CH2:13][NH:9]5)=[N:18][CH:17]=4)=[CH:20][N:21]=3)=[CH:26][CH:27]=2)=[CH:35][N:34]=1. Given the reactants Cl.C(OC([N:9]1[CH2:13][CH2:12][CH2:11][C@H:10]1[C:14]1[NH:15][C:16]([C:19]2[CH:20]=[N:21][C:22]([C:25]3[CH:30]=[CH:29][C:28]([C:31]4[NH:32][C:33]([C@@H:36]5[CH2:40][CH2:39][CH2:38][N:37]5[C:41](=[O:54])[C@H:42]([NH:49][C:50]([O:52][CH3:53])=[O:51])[C:43]5[CH:48]=[CH:47][CH:46]=[CH:45][CH:44]=5)=[N:34][CH:35]=4)=[CH:27][CH:26]=3)=[N:23][CH:24]=2)=[CH:17][N:18]=1)=O)(C)(C)C.CO, predict the reaction product. (6) Given the reactants C([Li])CCC.C(NC(C)C)(C)C.[CH:13]1([CH2:19][C:20]([O:22][CH3:23])=[O:21])[CH2:18][CH2:17][CH2:16][CH2:15][CH2:14]1.[Cl:24][CH2:25][CH2:26][CH2:27]I, predict the reaction product. The product is: [Cl:24][CH2:25][CH2:26][CH2:27][CH:19]([CH:13]1[CH2:18][CH2:17][CH2:16][CH2:15][CH2:14]1)[C:20]([O:22][CH3:23])=[O:21]. (7) Given the reactants [C:1]([NH:5][S:6]([C:9]1[CH:17]=[C:16]2[C:12]([C:13]([CH:18]3[CH2:23][CH2:22][CH2:21][CH2:20][CH2:19]3)=[CH:14][NH:15]2)=[CH:11][CH:10]=1)(=[O:8])=[O:7])([CH3:4])([CH3:3])[CH3:2].[BrH:24].[NH+]1C=CC=CC=1.S([O-])(O)=O.[Na+], predict the reaction product. The product is: [C:1]([NH:5][S:6]([C:9]1[CH:17]=[C:16]2[C:12]([C:13]([CH:18]3[CH2:23][CH2:22][CH2:21][CH2:20][CH2:19]3)=[C:14]([Br:24])[NH:15]2)=[CH:11][CH:10]=1)(=[O:7])=[O:8])([CH3:4])([CH3:2])[CH3:3]. (8) Given the reactants [C:1]([O:5][C:6](=[O:13])[NH:7][C@@H:8]([CH2:11][OH:12])[CH2:9][CH3:10])([CH3:4])([CH3:3])[CH3:2].C(N(CC)CC)C.[CH3:21][S:22](Cl)(=[O:24])=[O:23].O, predict the reaction product. The product is: [C:1]([O:5][C:6]([NH:7][C@H:8]([CH2:9][CH3:10])[CH2:11][O:12][S:22]([CH3:21])(=[O:24])=[O:23])=[O:13])([CH3:2])([CH3:3])[CH3:4]. (9) Given the reactants [C:1]([C:3]1[CH:4]=[C:5]2[C:10](=[CH:11][CH:12]=1)[NH:9][C@@H:8]([CH:13]1[CH2:15][CH2:14]1)[C@H:7]([CH3:16])[C@H:6]2[NH:17][C:18](=[O:27])[O:19][CH2:20][C:21]1[CH:26]=[CH:25][CH:24]=[CH:23][CH:22]=1)#[N:2].CCN(C(C)C)C(C)C.[C:37](Cl)(=[O:41])[CH:38]([CH3:40])[CH3:39].C(#N)C, predict the reaction product. The product is: [C:1]([C:3]1[CH:4]=[C:5]2[C:10](=[CH:11][CH:12]=1)[N:9]([C:37](=[O:41])[CH:38]([CH3:40])[CH3:39])[C@@H:8]([CH:13]1[CH2:15][CH2:14]1)[C@H:7]([CH3:16])[C@H:6]2[NH:17][C:18](=[O:27])[O:19][CH2:20][C:21]1[CH:26]=[CH:25][CH:24]=[CH:23][CH:22]=1)#[N:2].